Dataset: Catalyst prediction with 721,799 reactions and 888 catalyst types from USPTO. Task: Predict which catalyst facilitates the given reaction. (1) Reactant: [CH3:1][O:2][CH2:3][C:4]1[C:5]([C:15]2[CH:20]=[CH:19][CH:18]=[CH:17][CH:16]=2)=[C:6]([OH:14])[C:7]2[C:12]([CH:13]=1)=[CH:11][CH:10]=[CH:9][CH:8]=2.F[C:22]1[CH:29]=[CH:28][C:25]([CH:26]=[O:27])=[CH:24][CH:23]=1.C([O-])([O-])=O.[Cs+].[Cs+]. Product: [CH3:1][O:2][CH2:3][C:4]1[C:5]([C:15]2[CH:20]=[CH:19][CH:18]=[CH:17][CH:16]=2)=[C:6]([O:14][C:22]2[CH:29]=[CH:28][C:25]([CH:26]=[O:27])=[CH:24][CH:23]=2)[C:7]2[C:12]([CH:13]=1)=[CH:11][CH:10]=[CH:9][CH:8]=2. The catalyst class is: 3. (2) Reactant: [CH3:1][O:2][C:3]1[CH:20]=[CH:19][C:6]([CH2:7][N:8]2[C:16]3[C:11](=[CH:12][CH:13]=[CH:14][CH:15]=3)[C:10]([C:17]#[N:18])=[N:9]2)=[CH:5][CH:4]=1.C[O-].[Na+].[Cl-].[NH4+:25].C(O)(=O)C. Product: [CH3:1][O:2][C:3]1[CH:4]=[CH:5][C:6]([CH2:7][N:8]2[C:16]3[C:11](=[CH:12][CH:13]=[CH:14][CH:15]=3)[C:10]([C:17](=[NH:25])[NH2:18])=[N:9]2)=[CH:19][CH:20]=1. The catalyst class is: 5. (3) Reactant: [Cl:1][C:2]1[N:7]=[C:6]([NH:8][C:9]2[CH:14]=[CH:13][CH:12]=[C:11]([CH3:15])[CH:10]=2)[C:5]([C:16]([NH2:18])=[O:17])=[CH:4][N:3]=1.[NH2:19][C:20]1[CH:42]=[CH:41][C:23]([CH2:24][N:25]([CH2:33][CH2:34][N:35]2[CH2:40][CH2:39][O:38][CH2:37][CH2:36]2)C(=O)OC(C)(C)C)=[CH:22][CH:21]=1.C(N(C(C)C)CC)(C)C.CN1C(=O)CCC1. Product: [ClH:1].[ClH:1].[ClH:1].[CH3:15][C:11]1[CH:10]=[C:9]([NH:8][C:6]2[C:5]([C:16]([NH2:18])=[O:17])=[CH:4][N:3]=[C:2]([NH:19][C:20]3[CH:42]=[CH:41][C:23]([CH2:24][NH:25][CH2:33][CH2:34][N:35]4[CH2:36][CH2:37][O:38][CH2:39][CH2:40]4)=[CH:22][CH:21]=3)[N:7]=2)[CH:14]=[CH:13][CH:12]=1. The catalyst class is: 6. (4) Reactant: [NH:1]1[CH2:6][CH2:5][O:4][CH2:3][CH2:2]1.Br[C:8]1[CH:13]=[CH:12][C:11]([N+:14]([O-:16])=[O:15])=[CH:10][C:9]=1[OH:17].C(N(CC)CC)C. Product: [O:4]1[CH2:5][CH2:6][N:1]([C:8]2[CH:13]=[CH:12][C:11]([N+:14]([O-:16])=[O:15])=[CH:10][C:9]=2[OH:17])[CH2:2][CH2:3]1. The catalyst class is: 37. (5) Reactant: [C:1]1([CH2:7][CH2:8][CH2:9][C@H:10]([C@@H:14]([N:16]([CH:24]=[O:25])[O:17][CH:18]2[CH2:23][CH2:22][CH2:21][CH2:20][O:19]2)[CH3:15])[C:11]([OH:13])=O)[CH:6]=[CH:5][CH:4]=[CH:3][CH:2]=1.CN([P+](ON1N=NC2C=CC=CC1=2)(N(C)C)N(C)C)C.F[P-](F)(F)(F)(F)F.C1C=CC2N(O)N=NC=2C=1.CN1CCOCC1.[CH3:70][NH:71][C:72](=[O:79])[C@@H:73]([NH2:78])[C:74]([CH3:77])([CH3:76])[CH3:75]. Product: [CH3:75][C:74]([CH3:77])([CH3:76])[C@H:73]([NH:78][C:11](=[O:13])[C@H:10]([CH2:9][CH2:8][CH2:7][C:1]1[CH:2]=[CH:3][CH:4]=[CH:5][CH:6]=1)[C@@H:14]([N:16]([CH:24]=[O:25])[O:17][CH:18]1[CH2:23][CH2:22][CH2:21][CH2:20][O:19]1)[CH3:15])[C:72](=[O:79])[NH:71][CH3:70]. The catalyst class is: 3. (6) Reactant: [F:1][C:2]([F:40])([F:39])[CH:3]([CH:28](C(OCC)=O)[C:29]([O:31]CC)=[O:30])[NH:4][C:5]1[CH:10]=[CH:9][C:8]([O:11][C:12]2[CH:17]=[CH:16][N:15]=[C:14]3[CH:18]=[C:19]([C:21]4[N:22]=[CH:23][N:24]([CH3:26])[CH:25]=4)[S:20][C:13]=23)=[C:7]([F:27])[CH:6]=1.[OH-].[Na+]. Product: [F:40][C:2]([F:1])([F:39])[CH:3]([NH:4][C:5]1[CH:10]=[CH:9][C:8]([O:11][C:12]2[CH:17]=[CH:16][N:15]=[C:14]3[CH:18]=[C:19]([C:21]4[N:22]=[CH:23][N:24]([CH3:26])[CH:25]=4)[S:20][C:13]=23)=[C:7]([F:27])[CH:6]=1)[CH2:28][C:29]([OH:31])=[O:30]. The catalyst class is: 97. (7) Reactant: [C:1]([O:5][C:6]([NH:8][CH2:9][C:10]1[CH:11]=[C:12]([NH:16][C:17](=[O:22])[O:18][CH2:19][CH2:20]Cl)[CH:13]=[CH:14][CH:15]=1)=[O:7])([CH3:4])([CH3:3])[CH3:2].CC(C)([O-])C.[K+].O. Product: [O:22]=[C:17]1[N:16]([C:12]2[CH:11]=[C:10]([CH:15]=[CH:14][CH:13]=2)[CH2:9][NH:8][C:6](=[O:7])[O:5][C:1]([CH3:4])([CH3:3])[CH3:2])[CH2:20][CH2:19][O:18]1. The catalyst class is: 7. (8) Reactant: Cl[C:2]1[C:11]2=[N:12][N:13](CC3C=CC(OC)=CC=3)[CH:14]=[C:10]2[C:9]2[CH:8]=[CH:7][CH:6]=[C:5]([O:24][CH3:25])[C:4]=2[N:3]=1.[NH2:26][C:27]1[CH:32]=[CH:31][CH:30]=[CH:29][CH:28]=1.Cl. Product: [CH3:25][O:24][C:5]1[C:4]2[N:3]=[C:2]([NH:26][C:27]3[CH:32]=[CH:31][CH:30]=[CH:29][CH:28]=3)[C:11]3=[N:12][NH:13][CH:14]=[C:10]3[C:9]=2[CH:8]=[CH:7][CH:6]=1. The catalyst class is: 71.